Dataset: Full USPTO retrosynthesis dataset with 1.9M reactions from patents (1976-2016). Task: Predict the reactants needed to synthesize the given product. (1) Given the product [CH:16]([O:15][C:12]1[CH:13]=[CH:14][C:9]([NH:8][C:6]2[CH:5]=[CH:4][N:3]=[C:2]([NH2:26])[N:7]=2)=[CH:10][CH:11]=1)([CH3:18])[CH3:17], predict the reactants needed to synthesize it. The reactants are: Cl[C:2]1[N:7]=[C:6]([NH:8][C:9]2[CH:14]=[CH:13][C:12]([O:15][CH:16]([CH3:18])[CH3:17])=[CH:11][CH:10]=2)[C:5](F)=[CH:4][N:3]=1.Cl.CN.C([N:26](C(C)C)CC)(C)C. (2) Given the product [F:18][C:15]1[CH:16]=[CH:17][C:12]([C:10]2[C:9]3[C:4](=[CH:5][C:6]([S:19][C:20]4[CH:21]=[C:22]([C:26]5([C:32]#[N:33])[CH2:27][CH2:28][O:29][CH2:30][CH2:31]5)[CH:23]=[CH:24][CH:25]=4)=[CH:7][CH:8]=3)[N:3]3[CH2:44][C:45](=[O:46])[N:1]=[C:2]3[CH:11]=2)=[CH:13][CH:14]=1, predict the reactants needed to synthesize it. The reactants are: [NH2:1][C:2]1[CH:11]=[C:10]([C:12]2[CH:17]=[CH:16][C:15]([F:18])=[CH:14][CH:13]=2)[C:9]2[C:4](=[CH:5][C:6]([S:19][C:20]3[CH:21]=[C:22]([C:26]4([C:32]#[N:33])[CH2:31][CH2:30][O:29][CH2:28][CH2:27]4)[CH:23]=[CH:24][CH:25]=3)=[CH:7][CH:8]=2)[N:3]=1.CCN(C(C)C)C(C)C.Cl[CH2:44][C:45](Cl)=[O:46]. (3) Given the product [Br:22][CH2:23][C:24]([N:12]([C:11]1[C:10](=[O:14])[C:9]2[C:4]([C:3](=[O:15])[C:2]=1[Cl:1])=[CH:5][CH:6]=[CH:7][CH:8]=2)[CH3:13])=[O:25], predict the reactants needed to synthesize it. The reactants are: [Cl:1][C:2]1[C:3](=[O:15])[C:4]2[C:9]([C:10](=[O:14])[C:11]=1[NH:12][CH3:13])=[CH:8][CH:7]=[CH:6][CH:5]=2.C(=O)([O-])[O-].[K+].[K+].[Br:22][CH2:23][C:24](Br)=[O:25]. (4) Given the product [CH:10]([N:13]1[C:17]([C:2]2[C:3]([CH2:8][OH:9])=[N:4][CH:5]=[CH:6][N:7]=2)=[CH:16][CH:15]=[N:14]1)([CH3:12])[CH3:11], predict the reactants needed to synthesize it. The reactants are: Cl[C:2]1[C:3]([CH2:8][OH:9])=[N:4][CH:5]=[CH:6][N:7]=1.[CH:10]([N:13]1[C:17](B2OC(C)(C)C(C)(C)O2)=[CH:16][CH:15]=[N:14]1)([CH3:12])[CH3:11].C([O-])([O-])=O.[K+].[K+].O1CCOCC1. (5) Given the product [F:1][C:2]1[CH:3]=[C:4]([NH:18][C:19]2[CH:24]=[C:23]([CH:25]3[CH2:30][CH2:29][CH2:28][N:27]([CH:33]([CH3:35])[CH3:34])[CH2:26]3)[N:22]=[C:21]([NH2:31])[N:20]=2)[CH:5]=[CH:6][C:7]=1[O:8][C:9]1[CH:14]=[CH:13][N:12]=[C:11]2[NH:15][CH:16]=[CH:17][C:10]=12, predict the reactants needed to synthesize it. The reactants are: [F:1][C:2]1[CH:3]=[C:4]([NH:18][C:19]2[CH:24]=[C:23]([CH:25]3[CH2:30][CH2:29][CH2:28][NH:27][CH2:26]3)[N:22]=[C:21]([NH2:31])[N:20]=2)[CH:5]=[CH:6][C:7]=1[O:8][C:9]1[CH:14]=[CH:13][N:12]=[C:11]2[NH:15][CH:16]=[CH:17][C:10]=12.Br[CH:33]([CH3:35])[CH3:34].C(=O)([O-])[O-].[K+].[K+]. (6) The reactants are: B(Br)(Br)Br.C[O:6][C:7]1[CH:8]=[C:9]([C:13]2[NH:17][C:16]([C:18]3[CH:23]=[CH:22][N:21]=[C:20]([N:24]4[CH2:29][CH2:28][N:27]([CH:30]([CH3:32])[CH3:31])[CH2:26][CH2:25]4)[CH:19]=3)=[N:15][CH:14]=2)[CH:10]=[CH:11][CH:12]=1. Given the product [OH:6][C:7]1[CH:8]=[C:9]([C:13]2[NH:17][C:16]([C:18]3[CH:23]=[CH:22][N:21]=[C:20]([N:24]4[CH2:25][CH2:26][N:27]([CH:30]([CH3:32])[CH3:31])[CH2:28][CH2:29]4)[CH:19]=3)=[N:15][CH:14]=2)[CH:10]=[CH:11][CH:12]=1, predict the reactants needed to synthesize it. (7) Given the product [F:32][CH:30]([F:31])[C:28]1[CH:29]=[C:25]([CH:24]([F:23])[F:33])[N:26]([CH:2]([C:13]([N:15]2[CH2:20][CH2:19][CH:18]([C:21]#[N:22])[CH2:17][CH2:16]2)=[O:14])[C:3]([O:5][CH2:6][C:7]2[CH:12]=[CH:11][CH:10]=[CH:9][CH:8]=2)=[O:4])[N:27]=1, predict the reactants needed to synthesize it. The reactants are: Br[CH:2]([C:13]([N:15]1[CH2:20][CH2:19][CH:18]([C:21]#[N:22])[CH2:17][CH2:16]1)=[O:14])[C:3]([O:5][CH2:6][C:7]1[CH:12]=[CH:11][CH:10]=[CH:9][CH:8]=1)=[O:4].[F:23][CH:24]([F:33])[C:25]1[CH:29]=[C:28]([CH:30]([F:32])[F:31])[NH:27][N:26]=1.C(=O)([O-])[O-].[K+].[K+]. (8) The reactants are: [CH3:1][O:2][C:3]1[CH:8]=[CH:7][C:6]([C:9]2[CH:16]=[CH:15][C:12]([CH2:13][OH:14])=[CH:11][CH:10]=2)=[CH:5][CH:4]=1. Given the product [CH3:1][O:2][C:3]1[CH:4]=[CH:5][C:6]([C:9]2[CH:16]=[CH:15][C:12]([CH:13]=[O:14])=[CH:11][CH:10]=2)=[CH:7][CH:8]=1, predict the reactants needed to synthesize it. (9) The reactants are: [N+:1]([C:4]1[CH:24]=[CH:23][C:7]([CH2:8][N:9]([CH2:13][C:14]2[CH:19]=[CH:18][C:17]([N+:20]([O-])=O)=[CH:16][CH:15]=2)[CH:10]([CH3:12])[CH3:11])=[CH:6][CH:5]=1)([O-])=O.[Bi](Cl)(Cl)Cl.[BH4-].[Na+]. Given the product [NH2:1][C:4]1[CH:5]=[CH:6][C:7]([CH2:8][N:9]([CH2:13][C:14]2[CH:15]=[CH:16][C:17]([NH2:20])=[CH:18][CH:19]=2)[CH:10]([CH3:12])[CH3:11])=[CH:23][CH:24]=1, predict the reactants needed to synthesize it.